Dataset: Forward reaction prediction with 1.9M reactions from USPTO patents (1976-2016). Task: Predict the product of the given reaction. (1) Given the reactants [CH3:1][N:2]([C:7]1[CH:12]=[CH:11][C:10]([N+:13]([O-])=O)=[CH:9][CH:8]=1)[C:3](=[O:6])[CH2:4][CH3:5], predict the reaction product. The product is: [NH2:13][C:10]1[CH:9]=[CH:8][C:7]([N:2]([CH3:1])[C:3](=[O:6])[CH2:4][CH3:5])=[CH:12][CH:11]=1. (2) Given the reactants Cl[C:2]1[C:3]2[C:8]([N:9]=[C:10]3[C:15]=1[CH2:14][CH2:13][CH2:12][CH2:11]3)=[CH:7][CH:6]=[CH:5][CH:4]=2.C1(O)C=CC=CC=1.[NH2:23][CH:24]([CH2:26][CH2:27][CH2:28][N:29]([CH2:32][CH3:33])[CH2:30][CH3:31])[CH3:25], predict the reaction product. The product is: [CH2:32]([N:29]([CH2:30][CH3:31])[CH2:28][CH2:27][CH2:26][CH:24]([NH:23][C:2]1[C:3]2[C:8]([N:9]=[C:10]3[C:15]=1[CH2:14][CH2:13][CH2:12][CH2:11]3)=[CH:7][CH:6]=[CH:5][CH:4]=2)[CH3:25])[CH3:33].